The task is: Predict the product of the given reaction.. This data is from Forward reaction prediction with 1.9M reactions from USPTO patents (1976-2016). (1) The product is: [F:71][C:11]1[C:10]([C:8]2[CH:7]=[N:6][N:5]([CH2:4][CH2:3][CH2:2][OH:1])[CH:9]=2)=[C:18]2[C:14]([C:15](=[O:20])[N:16]([CH3:19])[CH2:17]2)=[C:13]([NH:21][C:22]2[C:27]([C:28]([F:31])([F:30])[F:29])=[CH:26][N:25]=[C:24]([NH:32][C:33]3[CH:47]=[CH:46][C:36]([CH2:37][P:38](=[O:45])([O:42][CH2:43][CH3:44])[O:39][CH2:40][CH3:41])=[CH:35][C:34]=3[O:48][CH3:49])[N:23]=2)[CH:12]=1. Given the reactants [OH:1][CH2:2][CH2:3][CH2:4][N:5]1[CH:9]=[C:8]([C:10]2[CH:11]=[CH:12][C:13]([NH:21][C:22]3[C:27]([C:28]([F:31])([F:30])[F:29])=[CH:26][N:25]=[C:24]([NH:32][C:33]4[CH:47]=[CH:46][C:36]([CH2:37][P:38](=[O:45])([O:42][CH2:43][CH3:44])[O:39][CH2:40][CH3:41])=[CH:35][C:34]=4[O:48][CH3:49])[N:23]=3)=[C:14]3[C:18]=2[CH2:17][N:16]([CH3:19])[C:15]3=[O:20])[CH:7]=[N:6]1.NC1C=C([F:71])C(C2C=NN(CCCO)C=2)=C2C=1C(=O)N(C)C2, predict the reaction product. (2) Given the reactants [Br:1][C:2]1[C:3]2[N:4]([C:9]([NH:14][C:15](=[O:21])[O:16][C:17]([CH3:20])([CH3:19])[CH3:18])=[C:10]([S:12][CH3:13])[N:11]=2)[CH:5]=[C:6]([CH3:8])[CH:7]=1.[H-].[Na+].I[CH2:25][CH2:26][CH3:27].O, predict the reaction product. The product is: [Br:1][C:2]1[C:3]2[N:4]([C:9]([N:14]([CH2:25][CH2:26][CH3:27])[C:15](=[O:21])[O:16][C:17]([CH3:18])([CH3:20])[CH3:19])=[C:10]([S:12][CH3:13])[N:11]=2)[CH:5]=[C:6]([CH3:8])[CH:7]=1.